From a dataset of Full USPTO retrosynthesis dataset with 1.9M reactions from patents (1976-2016). Predict the reactants needed to synthesize the given product. (1) Given the product [CH3:31][N:17]([C:14]1[CH:15]=[CH:16][C:11]([C:9]([N:7]2[CH2:8][C:2]3([CH3:1])[CH2:26][CH:6]2[CH2:5][C:4]([CH3:28])([CH3:27])[CH2:3]3)=[O:10])=[CH:12][CH:13]=1)[C:18](=[O:25])[C:19]1[CH:24]=[CH:23][CH:22]=[CH:21][CH:20]=1, predict the reactants needed to synthesize it. The reactants are: [CH3:1][C:2]12[CH2:26][CH:6]([N:7]([C:9]([C:11]3[CH:16]=[CH:15][C:14]([NH:17][C:18](=[O:25])[C:19]4[CH:24]=[CH:23][CH:22]=[CH:21][CH:20]=4)=[CH:13][CH:12]=3)=[O:10])[CH2:8]1)[CH2:5][C:4]([CH3:28])([CH3:27])[CH2:3]2.[H-].[Na+].[CH3:31]I. (2) Given the product [NH2:17][CH:15]([C:12]1[N:13]=[CH:14][C:9]([NH:8][C:5]2[CH:6]=[CH:7][C:2]([F:1])=[CH:3][C:4]=2[C:19]([F:22])([F:21])[F:20])=[CH:10][CH:11]=1)[CH3:16], predict the reactants needed to synthesize it. The reactants are: [F:1][C:2]1[CH:7]=[CH:6][C:5]([NH:8][C:9]2[CH:10]=[CH:11][C:12](/[C:15](=[N:17]/O)/[CH3:16])=[N:13][CH:14]=2)=[C:4]([C:19]([F:22])([F:21])[F:20])[CH:3]=1. (3) Given the product [CH3:28][C:18]1[CH:23]=[CH:22][C:21]([S:24]([O:12][CH2:11][CH:8]2[CH2:7][C:6]3[CH:5]=[C:4]([CH:13]4[CH2:14][CH2:15][CH2:16][CH2:17]4)[CH:3]=[C:2]([Br:1])[C:10]=3[O:9]2)(=[O:26])=[O:25])=[CH:20][CH:19]=1, predict the reactants needed to synthesize it. The reactants are: [Br:1][C:2]1[C:10]2[O:9][CH:8]([CH2:11][OH:12])[CH2:7][C:6]=2[CH:5]=[C:4]([CH:13]2[CH2:17][CH2:16][CH2:15][CH2:14]2)[CH:3]=1.[C:18]1([CH3:28])[CH:23]=[CH:22][C:21]([S:24](Cl)(=[O:26])=[O:25])=[CH:20][CH:19]=1.CC1C=CC(S(OCC2CC3C(C(F)(F)F)=CC=C(Cl)C=3O2)(=O)=O)=CC=1. (4) Given the product [NH2:13][CH2:2][C:3]1[O:7][C:6]([C:8]([O:10][CH3:11])=[O:9])=[N:5][C:4]=1[CH3:12], predict the reactants needed to synthesize it. The reactants are: Cl[CH2:2][C:3]1[O:7][C:6]([C:8]([O:10][CH3:11])=[O:9])=[N:5][C:4]=1[CH3:12].[N-:13]=[N+]=[N-].[Na+].C(OCC)(=O)C.O. (5) The reactants are: [F:1][C:2]1[CH:7]=[CH:6][C:5]([CH:8]([CH2:12][C:13]2[CH:18]=[CH:17][C:16]([F:19])=[CH:15][CH:14]=2)[C:9]([OH:11])=O)=[CH:4][CH:3]=1.[NH2:20][C:21]1[O:22][C:23]2[CH:29]=[CH:28][CH:27]=[CH:26][C:24]=2[N:25]=1.CCN=C=NCCCN(C)C.Cl.Cl. Given the product [O:22]1[C:23]2[CH:29]=[CH:28][CH:27]=[CH:26][C:24]=2[N:25]=[C:21]1[NH:20][C:9](=[O:11])[CH:8]([C:5]1[CH:4]=[CH:3][C:2]([F:1])=[CH:7][CH:6]=1)[CH2:12][C:13]1[CH:18]=[CH:17][C:16]([F:19])=[CH:15][CH:14]=1, predict the reactants needed to synthesize it. (6) Given the product [CH:1]([N:4]1[CH:8]=[C:7]([C:9]2[C:10]([NH2:25])=[N:11][CH:12]=[C:13]([C:15]3[CH:16]=[C:17]4[C:21](=[CH:22][CH:23]=3)[N:20]([CH3:24])[CH2:19][CH2:18]4)[N:14]=2)[N:6]=[N:5]1)([CH3:3])[CH3:2], predict the reactants needed to synthesize it. The reactants are: [CH:1]([N:4]1[CH:8]=[C:7]([C:9]2[C:10]([NH2:25])=[N:11][CH:12]=[C:13]([C:15]3[CH:16]=[C:17]4[C:21](=[CH:22][CH:23]=3)[N:20]([CH3:24])[CH:19]=[CH:18]4)[N:14]=2)[N:6]=[N:5]1)([CH3:3])[CH3:2].C([SiH](CC)CC)C.C([O-])(O)=O.[Na+]. (7) Given the product [Br:5][C:6]1[CH:7]=[C:8]2[C:9](=[CH:10][C:11]=1[O:12][CH2:13][CH3:14])[N:15]=[CH:3][CH:1]=[N:16]2, predict the reactants needed to synthesize it. The reactants are: [CH:1]([CH:3]=O)=O.[Br:5][C:6]1[CH:7]=[C:8]([NH2:16])[C:9]([NH2:15])=[CH:10][C:11]=1[O:12][CH2:13][CH3:14]. (8) Given the product [O:15]1[CH2:16][CH2:17][N:12]([S:9]([C:6]2[CH:7]=[CH:8][C:3]([CH2:2][P:18](=[O:25])([O:22][CH2:23][CH3:24])[O:19][CH2:20][CH3:21])=[CH:4][CH:5]=2)(=[O:11])=[O:10])[CH2:13][CH2:14]1, predict the reactants needed to synthesize it. The reactants are: Br[CH2:2][C:3]1[CH:8]=[CH:7][C:6]([S:9]([N:12]2[CH2:17][CH2:16][O:15][CH2:14][CH2:13]2)(=[O:11])=[O:10])=[CH:5][CH:4]=1.[P:18]([O:25]CC)([O:22][CH2:23][CH3:24])[O:19][CH2:20][CH3:21].N#N. (9) Given the product [Cl:8][C:4]1[CH:5]=[CH:6][CH:7]=[C:2]([Cl:1])[C:3]=1[CH2:9][S:10]([C:13]1[CH:14]=[C:15]2[C:19](=[CH:20][CH:21]=1)[NH:18][C:17](=[O:22])/[C:16]/2=[CH:23]\[C:24]1[NH:28][C:27]([CH3:29])=[C:26]([C:30]([N:56]2[CH2:60][CH2:59][CH2:58][C@H:57]2[CH2:61][OH:62])=[O:31])[C:25]=1[CH3:33])(=[O:12])=[O:11], predict the reactants needed to synthesize it. The reactants are: [Cl:1][C:2]1[CH:7]=[CH:6][CH:5]=[C:4]([Cl:8])[C:3]=1[CH2:9][S:10]([C:13]1[CH:14]=[C:15]2[C:19](=[CH:20][CH:21]=1)[NH:18][C:17](=[O:22])/[C:16]/2=[CH:23]\[C:24]1[NH:28][C:27]([CH3:29])=[C:26]([C:30](O)=[O:31])[C:25]=1[CH3:33])(=[O:12])=[O:11].C1C=CC2N(O)N=NC=2C=1.CCN=C=NCCCN(C)C.Cl.[NH:56]1[CH2:60][CH2:59][CH2:58][C@@H:57]1[CH2:61][OH:62]. (10) Given the product [CH3:14][C:13]([CH3:16])([CH3:15])[CH2:12][N:17]1[C:2]2[CH:8]=[CH:7][C:6]([N+:9]([O-:11])=[O:10])=[CH:5][C:3]=2[N:4]=[N:18]1, predict the reactants needed to synthesize it. The reactants are: F[C:2]1[CH:8]=[CH:7][C:6]([N+:9]([O-:11])=[O:10])=[CH:5][C:3]=1[NH2:4].[CH2:12]([NH2:17])[C:13]([CH3:16])([CH3:15])[CH3:14].[N:18]([O-])=O.[Na+].[OH-].[Na+].